From a dataset of Orexin1 receptor HTS with 218,158 compounds and 233 confirmed actives. Binary Classification. Given a drug SMILES string, predict its activity (active/inactive) in a high-throughput screening assay against a specified biological target. The compound is Clc1c(C(=O)N2CCCCC2)ccc(NC(=O)CCCC(O)=O)c1. The result is 0 (inactive).